Dataset: Forward reaction prediction with 1.9M reactions from USPTO patents (1976-2016). Task: Predict the product of the given reaction. (1) Given the reactants [Si]([O:8][CH2:9][C:10]1([CH3:40])[S:16][CH2:15][CH2:14][N:13]2[C:17]([C:20]3([C:23]4[CH:28]=[CH:27][C:26]([C:29]5[CH:34]=[CH:33][C:32]([C:35]([N:37]([CH3:39])[CH3:38])=[O:36])=[CH:31][CH:30]=5)=[CH:25][CH:24]=4)[CH2:22][CH2:21]3)=[N:18][N:19]=[C:12]2[CH2:11]1)(C(C)(C)C)(C)C.Cl, predict the reaction product. The product is: [OH:8][CH2:9][C:10]1([CH3:40])[S:16][CH2:15][CH2:14][N:13]2[C:17]([C:20]3([C:23]4[CH:24]=[CH:25][C:26]([C:29]5[CH:30]=[CH:31][C:32]([C:35]([N:37]([CH3:39])[CH3:38])=[O:36])=[CH:33][CH:34]=5)=[CH:27][CH:28]=4)[CH2:22][CH2:21]3)=[N:18][N:19]=[C:12]2[CH2:11]1. (2) Given the reactants [NH2:1][C:2]1[O:3][C:4]([CH3:11])=[CH:5][C:6](=[O:10])[C:7]=1[C:8]#[N:9], predict the reaction product. The product is: [OH:3][C:2]1[N:1]=[C:4]([CH3:11])[CH:5]=[C:6]([OH:10])[C:7]=1[C:8]#[N:9].